Predict the product of the given reaction. From a dataset of Forward reaction prediction with 1.9M reactions from USPTO patents (1976-2016). (1) Given the reactants [C:1]([C:5]1[CH:31]=[CH:30][C:8]([NH:9][C:10]2[CH:29]=[CH:28][C:13]([O:14][C:15]3[C:24]4[C:19](=[CH:20][C:21]([OH:27])=[C:22]([O:25][CH3:26])[CH:23]=4)[N:18]=[CH:17][CH:16]=3)=[CH:12][CH:11]=2)=[CH:7][CH:6]=1)([CH3:4])([CH3:3])[CH3:2].[C:32](=O)([O-])[O-].[K+].[K+].[NH:38]1[CH2:43][CH2:42][O:41][CH2:40][CH2:39]1.O.C([O:48][CH2:49][CH3:50])(=O)C, predict the reaction product. The product is: [C:1]([C:5]1[CH:31]=[CH:30][C:8]([NH:9][C:10]2[CH:29]=[CH:28][C:13]([O:14][C:15]3[C:24]4[C:19](=[CH:20][C:21]([O:27][CH2:32][C@H:49]([OH:48])[CH2:50][N:38]5[CH2:43][CH2:42][O:41][CH2:40][CH2:39]5)=[C:22]([O:25][CH3:26])[CH:23]=4)[N:18]=[CH:17][CH:16]=3)=[CH:12][CH:11]=2)=[CH:7][CH:6]=1)([CH3:4])([CH3:2])[CH3:3]. (2) The product is: [Cl-:28].[F:1][C:2]1[CH:27]=[CH:26][C:5]([CH2:6][NH:7][CH:8]([C:20]2[CH:21]=[CH:22][CH:23]=[CH:24][CH:25]=2)[C:9]([O:11][C@@H:12]2[CH:17]3[CH2:16][CH2:15][N+:14]([CH2:29][C:30](=[O:31])[C:32]4[S:33][CH:34]=[CH:35][CH:36]=4)([CH2:19][CH2:18]3)[CH2:13]2)=[O:10])=[CH:4][CH:3]=1. Given the reactants [F:1][C:2]1[CH:27]=[CH:26][C:5]([CH2:6][NH:7][CH:8]([C:20]2[CH:25]=[CH:24][CH:23]=[CH:22][CH:21]=2)[C:9]([O:11][C@@H:12]2[CH:17]3[CH2:18][CH2:19][N:14]([CH2:15][CH2:16]3)[CH2:13]2)=[O:10])=[CH:4][CH:3]=1.[Cl:28][CH2:29][C:30]([C:32]1[S:33][CH:34]=[CH:35][CH:36]=1)=[O:31], predict the reaction product.